From a dataset of Full USPTO retrosynthesis dataset with 1.9M reactions from patents (1976-2016). Predict the reactants needed to synthesize the given product. (1) The reactants are: [OH-].[K+].Br[CH2:4][C:5]([NH:7][CH2:8][C:9]1([OH:24])[C:15]2[CH:16]=[CH:17][CH:18]=[CH:19][C:14]=2[S:13][C:12]2[CH:20]=[CH:21][CH:22]=[CH:23][C:11]=2[CH2:10]1)=[O:6]. Given the product [O:24]1[CH2:4][C:5](=[O:6])[NH:7][CH2:8][C:9]21[C:15]1[CH:16]=[CH:17][CH:18]=[CH:19][C:14]=1[S:13][C:12]1[CH:20]=[CH:21][CH:22]=[CH:23][C:11]=1[CH2:10]2, predict the reactants needed to synthesize it. (2) The reactants are: [O:1]=[C:2]1[NH:6][CH2:5][C@@H:4]([C:7]([O:9][CH2:10][C:11]2[CH:16]=[CH:15][CH:14]=[CH:13][CH:12]=2)=[O:8])[N:3]1[C:17]([O:19][CH2:20][C:21]1[CH:26]=[CH:25][CH:24]=[CH:23][CH:22]=1)=[O:18].[O:27](C(OC(C)(C)C)=O)[C:28]([O:30][C:31]([CH3:34])([CH3:33])[CH3:32])=O. Given the product [O:1]=[C:2]1[N:3]([C:17]([O:19][CH2:20][C:21]2[CH:26]=[CH:25][CH:24]=[CH:23][CH:22]=2)=[O:18])[C@H:4]([C:7]([O:9][CH2:10][C:11]2[CH:16]=[CH:15][CH:14]=[CH:13][CH:12]=2)=[O:8])[CH2:5][N:6]1[C:28]([O:30][C:31]([CH3:34])([CH3:33])[CH3:32])=[O:27], predict the reactants needed to synthesize it. (3) Given the product [CH2:1]([O:8][C:9]1[CH:10]=[CH:11][C:12]([O:15][CH:16]([CH2:17][OH:18])[CH2:21][OH:20])=[N:13][CH:14]=1)[C:2]1[CH:3]=[CH:4][CH:5]=[CH:6][CH:7]=1, predict the reactants needed to synthesize it. The reactants are: [CH2:1]([O:8][C:9]1[CH:10]=[CH:11][C:12]([O:15][CH:16]2[CH2:21][O:20]C(C3C=CC=CC=3)[O:18][CH2:17]2)=[N:13][CH:14]=1)[C:2]1[CH:7]=[CH:6][CH:5]=[CH:4][CH:3]=1.Cl. (4) Given the product [C:41]([C:43]1[CH:44]=[C:45]([S:49]([N:7]2[C:8]([C:9]3[C:10]([F:15])=[N:11][CH:12]=[CH:13][CH:14]=3)=[C:4]([F:3])[C:5]([CH2:16][N:17]([CH3:25])[C:18](=[O:24])[O:19][C:20]([CH3:21])([CH3:22])[CH3:23])=[CH:6]2)(=[O:51])=[O:50])[CH:46]=[CH:47][CH:48]=1)#[N:42], predict the reactants needed to synthesize it. The reactants are: [H-].[Na+].[F:3][C:4]1[C:5]([CH2:16][N:17]([CH3:25])[C:18](=[O:24])[O:19][C:20]([CH3:23])([CH3:22])[CH3:21])=[CH:6][NH:7][C:8]=1[C:9]1[C:10]([F:15])=[N:11][CH:12]=[CH:13][CH:14]=1.C1OCCOCCOCCOCCOC1.[C:41]([C:43]1[CH:44]=[C:45]([S:49](Cl)(=[O:51])=[O:50])[CH:46]=[CH:47][CH:48]=1)#[N:42]. (5) The reactants are: [N:1]1[C:9]([C:10]2[C:11]([NH:16][C:17]3[C:22]([F:23])=[CH:21][CH:20]=[C:19]([NH2:24])[C:18]=3[F:25])=[N:12][CH:13]=[CH:14][CH:15]=2)=[C:8]2[C:4]([NH:5][CH:6]=[N:7]2)=[N:3][CH:2]=1.[S:26]1[CH:30]=[CH:29][C:28]([S:31](Cl)(=[O:33])=[O:32])=[CH:27]1. Given the product [N:1]1[C:9]([C:10]2[C:11]([NH:16][C:17]3[C:18]([F:25])=[C:19]([NH:24][S:31]([C:28]4[CH:29]=[CH:30][S:26][CH:27]=4)(=[O:33])=[O:32])[CH:20]=[CH:21][C:22]=3[F:23])=[N:12][CH:13]=[CH:14][CH:15]=2)=[C:8]2[C:4]([NH:5][CH:6]=[N:7]2)=[N:3][CH:2]=1, predict the reactants needed to synthesize it. (6) Given the product [C:20]([NH:1][C:2]1[S:3][CH:4]=[C:5]([C:12]2[CH:13]=[CH:14][C:15]([O:18][CH3:19])=[CH:16][CH:17]=2)[C:6]=1[C:7]([O:9][CH2:10][CH3:11])=[O:8])(=[O:27])[C:21]1[CH:26]=[CH:25][CH:24]=[CH:23][CH:22]=1, predict the reactants needed to synthesize it. The reactants are: [NH2:1][C:2]1[S:3][CH:4]=[C:5]([C:12]2[CH:17]=[CH:16][C:15]([O:18][CH3:19])=[CH:14][CH:13]=2)[C:6]=1[C:7]([O:9][CH2:10][CH3:11])=[O:8].[C:20](Cl)(=[O:27])[C:21]1[CH:26]=[CH:25][CH:24]=[CH:23][CH:22]=1.N1C=CC=CC=1. (7) Given the product [NH2:7][C:8]1[CH:9]=[CH:10][N:11]=[C:12]([C:19]([F:22])([F:20])[F:21])[C:13]=1[CH2:14][OH:15], predict the reactants needed to synthesize it. The reactants are: [H-].[Al+3].[Li+].[H-].[H-].[H-].[NH2:7][C:8]1[C:13]([C:14](OCC)=[O:15])=[C:12]([C:19]([F:22])([F:21])[F:20])[N:11]=[CH:10][CH:9]=1.O.